Dataset: Forward reaction prediction with 1.9M reactions from USPTO patents (1976-2016). Task: Predict the product of the given reaction. Given the reactants C[O:2][C:3](=[O:33])[CH2:4][O:5][C:6]1[CH:15]=[CH:14][C:13]([Cl:16])=[C:12]2[C:7]=1[C:8]([CH3:32])=[C:9]([CH2:21][C:22]1[CH:27]=[CH:26][C:25]([S:28]([CH3:31])(=[O:30])=[O:29])=[CH:24][CH:23]=1)[C:10]([O:17][CH:18]([F:20])[F:19])=[N:11]2.CO.[OH-].[Li+].O, predict the reaction product. The product is: [Cl:16][C:13]1[CH:14]=[CH:15][C:6]([O:5][CH2:4][C:3]([OH:33])=[O:2])=[C:7]2[C:12]=1[N:11]=[C:10]([O:17][CH:18]([F:20])[F:19])[C:9]([CH2:21][C:22]1[CH:23]=[CH:24][C:25]([S:28]([CH3:31])(=[O:29])=[O:30])=[CH:26][CH:27]=1)=[C:8]2[CH3:32].